Dataset: NCI-60 drug combinations with 297,098 pairs across 59 cell lines. Task: Regression. Given two drug SMILES strings and cell line genomic features, predict the synergy score measuring deviation from expected non-interaction effect. (1) Drug 1: CC1C(C(CC(O1)OC2CC(CC3=C2C(=C4C(=C3O)C(=O)C5=C(C4=O)C(=CC=C5)OC)O)(C(=O)C)O)N)O.Cl. Drug 2: C1=NC2=C(N1)C(=S)N=CN2. Cell line: 786-0. Synergy scores: CSS=14.3, Synergy_ZIP=-15.7, Synergy_Bliss=-22.5, Synergy_Loewe=-23.2, Synergy_HSA=-22.4. (2) Drug 1: C1=CC(=C2C(=C1NCCNCCO)C(=O)C3=C(C=CC(=C3C2=O)O)O)NCCNCCO. Drug 2: C1CC(C1)(C(=O)O)C(=O)O.[NH2-].[NH2-].[Pt+2]. Cell line: NCI-H460. Synergy scores: CSS=64.5, Synergy_ZIP=-1.79, Synergy_Bliss=-3.19, Synergy_Loewe=0.560, Synergy_HSA=2.94. (3) Drug 1: CC1C(C(CC(O1)OC2CC(CC3=C2C(=C4C(=C3O)C(=O)C5=C(C4=O)C(=CC=C5)OC)O)(C(=O)C)O)N)O.Cl. Drug 2: C1CN1P(=S)(N2CC2)N3CC3. Cell line: RPMI-8226. Synergy scores: CSS=36.1, Synergy_ZIP=-6.01, Synergy_Bliss=-1.27, Synergy_Loewe=-5.36, Synergy_HSA=1.45. (4) Drug 2: CC1=C(C(CCC1)(C)C)C=CC(=CC=CC(=CC(=O)O)C)C. Cell line: SK-MEL-5. Drug 1: CN(C)N=NC1=C(NC=N1)C(=O)N. Synergy scores: CSS=4.44, Synergy_ZIP=-2.67, Synergy_Bliss=-1.92, Synergy_Loewe=-4.67, Synergy_HSA=-4.32. (5) Drug 1: C1=NC2=C(N=C(N=C2N1C3C(C(C(O3)CO)O)F)Cl)N. Drug 2: CC1=C(C(=O)C2=C(C1=O)N3CC4C(C3(C2COC(=O)N)OC)N4)N. Cell line: KM12. Synergy scores: CSS=35.8, Synergy_ZIP=0.458, Synergy_Bliss=-0.757, Synergy_Loewe=-3.53, Synergy_HSA=1.77. (6) Drug 1: CN(CC1=CN=C2C(=N1)C(=NC(=N2)N)N)C3=CC=C(C=C3)C(=O)NC(CCC(=O)O)C(=O)O. Drug 2: C1=CN(C(=O)N=C1N)C2C(C(C(O2)CO)O)O.Cl. Cell line: SK-MEL-28. Synergy scores: CSS=24.7, Synergy_ZIP=-6.82, Synergy_Bliss=-5.66, Synergy_Loewe=-9.53, Synergy_HSA=-9.63. (7) Drug 1: CCC1=C2CN3C(=CC4=C(C3=O)COC(=O)C4(CC)O)C2=NC5=C1C=C(C=C5)O. Drug 2: COC1=C2C(=CC3=C1OC=C3)C=CC(=O)O2. Cell line: UACC-257. Synergy scores: CSS=12.8, Synergy_ZIP=-4.47, Synergy_Bliss=-2.11, Synergy_Loewe=-15.3, Synergy_HSA=-1.64. (8) Drug 1: CCCS(=O)(=O)NC1=C(C(=C(C=C1)F)C(=O)C2=CNC3=C2C=C(C=N3)C4=CC=C(C=C4)Cl)F. Drug 2: C(CC(=O)O)C(=O)CN.Cl. Cell line: SK-MEL-5. Synergy scores: CSS=28.4, Synergy_ZIP=-6.83, Synergy_Bliss=-6.08, Synergy_Loewe=-15.2, Synergy_HSA=-3.94. (9) Drug 1: C1C(C(OC1N2C=C(C(=O)NC2=O)F)CO)O. Drug 2: CCCCC(=O)OCC(=O)C1(CC(C2=C(C1)C(=C3C(=C2O)C(=O)C4=C(C3=O)C=CC=C4OC)O)OC5CC(C(C(O5)C)O)NC(=O)C(F)(F)F)O. Cell line: 786-0. Synergy scores: CSS=20.7, Synergy_ZIP=-4.13, Synergy_Bliss=-0.855, Synergy_Loewe=-2.60, Synergy_HSA=-0.0311. (10) Drug 1: CN(C)C1=NC(=NC(=N1)N(C)C)N(C)C. Drug 2: C1CN1P(=S)(N2CC2)N3CC3. Cell line: PC-3. Synergy scores: CSS=5.38, Synergy_ZIP=-3.09, Synergy_Bliss=-3.55, Synergy_Loewe=-13.9, Synergy_HSA=-4.42.